This data is from Full USPTO retrosynthesis dataset with 1.9M reactions from patents (1976-2016). The task is: Predict the reactants needed to synthesize the given product. (1) Given the product [CH2:1]([C@H:4]1[CH2:9][C@H:8]([C:10]2[CH:15]=[CH:14][CH:13]=[C:12]([Cl:16])[CH:11]=2)[C@@H:7]([C:17]2[CH:22]=[CH:21][C:20]([Cl:23])=[CH:19][CH:18]=2)[N:6]([C@@H:24]([CH2:28][CH3:29])[C:25]([NH:33][CH2:31][CH3:32])=[O:27])[C:5]1=[O:30])[CH:2]=[CH2:3], predict the reactants needed to synthesize it. The reactants are: [CH2:1]([C@H:4]1[CH2:9][C@H:8]([C:10]2[CH:15]=[CH:14][CH:13]=[C:12]([Cl:16])[CH:11]=2)[C@@H:7]([C:17]2[CH:22]=[CH:21][C:20]([Cl:23])=[CH:19][CH:18]=2)[N:6]([C@@H:24]([CH2:28][CH3:29])[C:25]([OH:27])=O)[C:5]1=[O:30])[CH:2]=[CH2:3].[CH2:31]([NH2:33])[CH3:32].Cl.C(N=C=NCCCN(C)C)C.N1C2C(=NC=CC=2)N(O)N=1.C(=O)(O)[O-].[Na+].Cl. (2) Given the product [F:27][C:28]([F:41])([F:40])[S:29]([O:1][C:2]1[CH:11]=[C:10]2[C:5]([CH2:6][CH2:7][N:8]([C:12]([O:14][C:15]([CH3:18])([CH3:17])[CH3:16])=[O:13])[CH2:9]2)=[CH:4][CH:3]=1)(=[O:31])=[O:30], predict the reactants needed to synthesize it. The reactants are: [OH:1][C:2]1[CH:11]=[C:10]2[C:5]([CH2:6][CH2:7][N:8]([C:12]([O:14][C:15]([CH3:18])([CH3:17])[CH3:16])=[O:13])[CH2:9]2)=[CH:4][CH:3]=1.N1C(C)=CC=CC=1C.[F:27][C:28]([F:41])([F:40])[S:29](O[S:29]([C:28]([F:41])([F:40])[F:27])(=[O:31])=[O:30])(=[O:31])=[O:30].Cl. (3) Given the product [NH:27]1[C:28]2[CH:33]=[CH:32][CH:31]=[CH:30][C:29]=2[N:25]=[C:26]1[C:34]([C:36]1[CH:37]=[CH:38][C:39]([O:40][C:41]2[C:42]([C:47]([NH:69][CH2:68][CH2:67][C:61]3[CH:66]=[CH:65][CH:64]=[CH:63][CH:62]=3)=[O:48])=[N:43][CH:44]=[CH:45][N:46]=2)=[CH:50][CH:51]=1)=[O:35], predict the reactants needed to synthesize it. The reactants are: CN(C(ON1N=NC2C=CC=NC1=2)=[N+](C)C)C.F[P-](F)(F)(F)(F)F.[NH:25]1[C:29]2[CH:30]=[CH:31][CH:32]=[CH:33][C:28]=2[N:27]=[C:26]1[C:34]([C:36]1[CH:51]=[CH:50][C:39]([O:40][C:41]2[C:42]([C:47](O)=[O:48])=[N:43][CH:44]=[CH:45][N:46]=2)=[CH:38][CH:37]=1)=[O:35].C(N(C(C)C)CC)(C)C.[C:61]1([CH2:67][CH2:68][NH2:69])[CH:66]=[CH:65][CH:64]=[CH:63][CH:62]=1.